This data is from Forward reaction prediction with 1.9M reactions from USPTO patents (1976-2016). The task is: Predict the product of the given reaction. (1) Given the reactants [F:1][C:2]1[C:7]([F:8])=[CH:6][CH:5]=[CH:4][C:3]=1[C:9]1[N:30]=[C:12]2[CH:13]=[N:14][N:15]([CH2:17][C:18]3[O:22][N:21]=[C:20]([C:23]4[CH:28]=[CH:27][C:26](I)=[CH:25][CH:24]=4)[CH:19]=3)[CH:16]=[C:11]2[N:10]=1.[I-].[F:32][C:33]([F:38])([F:37])[CH2:34][CH2:35][Zn+].[I-], predict the reaction product. The product is: [F:1][C:2]1[C:7]([F:8])=[CH:6][CH:5]=[CH:4][C:3]=1[C:9]1[N:30]=[C:12]2[CH:13]=[N:14][N:15]([CH2:17][C:18]3[O:22][N:21]=[C:20]([C:23]4[CH:28]=[CH:27][C:26]([CH2:35][CH2:34][C:33]([F:38])([F:37])[F:32])=[CH:25][CH:24]=4)[CH:19]=3)[CH:16]=[C:11]2[N:10]=1. (2) Given the reactants [O:1]=[C:2]1[N:10]([CH2:11][CH2:12][CH3:13])[C:9]2[N:8]=[C:7]([C:14]34[CH2:21][CH2:20][C:17]([CH2:22][CH2:23][C:24]([OH:26])=[O:25])([CH2:18][CH2:19]3)[CH2:16][CH2:15]4)[NH:6][C:5]=2[C:4](=[O:27])[N:3]1[CH2:28][CH2:29][CH3:30].C(=O)(O)[O-].[Na+].S(Cl)(O[CH2:40][Cl:41])(=O)=O, predict the reaction product. The product is: [Cl:41][CH2:40][O:25][C:24](=[O:26])[CH2:23][CH2:22][C:17]12[CH2:20][CH2:21][C:14]([C:7]3[NH:6][C:5]4[C:4](=[O:27])[N:3]([CH2:28][CH2:29][CH3:30])[C:2](=[O:1])[N:10]([CH2:11][CH2:12][CH3:13])[C:9]=4[N:8]=3)([CH2:19][CH2:18]1)[CH2:15][CH2:16]2. (3) Given the reactants [Br:1][C:2]1[CH:3]=[N:4][NH:5][CH:6]=1.[H-].[Na+].[C:9]([O:13][C:14]([N:16]1[CH2:21][CH2:20][CH:19](OS(C)(=O)=O)[CH2:18][CH2:17]1)=[O:15])([CH3:12])([CH3:11])[CH3:10].N1C=CC=N1, predict the reaction product. The product is: [C:9]([O:13][C:14]([N:16]1[CH2:21][CH2:20][CH:19]([N:4]2[CH:3]=[C:2]([Br:1])[CH:6]=[N:5]2)[CH2:18][CH2:17]1)=[O:15])([CH3:12])([CH3:10])[CH3:11]. (4) Given the reactants [NH2:1][C:2]1[O:3][CH:4]=[C:5]([C:7]([O:9][CH2:10][CH3:11])=[O:8])[N:6]=1.C(N(CC)C(C)C)(C)C.[CH3:21][S:22](Cl)(=[O:24])=[O:23], predict the reaction product. The product is: [CH3:21][S:22]([NH:1][C:2]1[O:3][CH:4]=[C:5]([C:7]([O:9][CH2:10][CH3:11])=[O:8])[N:6]=1)(=[O:24])=[O:23]. (5) Given the reactants [C:1]([C:3]1[C:8]([N:9]2[CH2:14][CH2:13][N:12]([C:15](=[O:21])[CH2:16][CH2:17][C:18]([OH:20])=[O:19])[C@H:11]([CH:22]([CH3:24])[CH3:23])[CH2:10]2)=[N:7][C:6]([CH:25]2[CH2:27][CH2:26]2)=[C:5]2[CH2:28][O:29][C:30]([CH3:33])([CH3:32])[CH2:31][C:4]=12)#[N:2].C([O-])([O-])=O.[Cs+].[Cs+].Br[CH2:41][CH3:42], predict the reaction product. The product is: [CH2:41]([O:19][C:18](=[O:20])[CH2:17][CH2:16][C:15]([N:12]1[CH2:13][CH2:14][N:9]([C:8]2[C:3]([C:1]#[N:2])=[C:4]3[CH2:31][C:30]([CH3:33])([CH3:32])[O:29][CH2:28][C:5]3=[C:6]([CH:25]3[CH2:27][CH2:26]3)[N:7]=2)[CH2:10][C@H:11]1[CH:22]([CH3:24])[CH3:23])=[O:21])[CH3:42]. (6) Given the reactants [NH2:1][CH2:2][C:3]1[CH:4]=[C:5]([CH:8]=[CH:9][C:10]=1[S:11]([CH2:14][CH3:15])(=[O:13])=[O:12])[C:6]#[N:7].[Cl:16][C:17]1[CH:18]=[C:19]([CH:23]=[C:24]([C:26]([F:29])([F:28])[F:27])[CH:25]=1)[C:20](O)=[O:21].CC(OC(N1CCN(CC2C=CC(C([O-])=O)=CC=2C(F)(F)F)CC1)=O)(C)C, predict the reaction product. The product is: [Cl:16][C:17]1[CH:18]=[C:19]([CH:23]=[C:24]([C:26]([F:27])([F:28])[F:29])[CH:25]=1)[C:20]([NH:1][CH2:2][C:3]1[CH:4]=[C:5]([C:6]#[N:7])[CH:8]=[CH:9][C:10]=1[S:11]([CH2:14][CH3:15])(=[O:13])=[O:12])=[O:21]. (7) The product is: [C:1]([C:5]1[CH:6]=[C:7]([N:17]([CH3:51])[C:18]([N:19]([CH2:29][C:30]2[CH:35]=[C:34]([F:36])[CH:33]=[CH:32][C:31]=2[O:37][C:38]2[CH:39]=[C:40]3[C:44](=[CH:45][CH:46]=2)[N:43]([CH3:47])[N:42]=[CH:41]3)[CH2:20][C:21]2[CH:22]=[CH:23][C:24]([O:27][CH3:28])=[CH:25][CH:26]=2)=[O:48])[N:8]([C:10]2[CH:11]=[CH:12][C:13]([CH3:16])=[CH:14][CH:15]=2)[N:9]=1)([CH3:4])([CH3:2])[CH3:3]. Given the reactants [C:1]([C:5]1[CH:6]=[C:7]([NH:17][C:18](=[O:48])[N:19]([CH2:29][C:30]2[CH:35]=[C:34]([F:36])[CH:33]=[CH:32][C:31]=2[O:37][C:38]2[CH:39]=[C:40]3[C:44](=[CH:45][CH:46]=2)[N:43]([CH3:47])[N:42]=[CH:41]3)[CH2:20][C:21]2[CH:26]=[CH:25][C:24]([O:27][CH3:28])=[CH:23][CH:22]=2)[N:8]([C:10]2[CH:15]=[CH:14][C:13]([CH3:16])=[CH:12][CH:11]=2)[N:9]=1)([CH3:4])([CH3:3])[CH3:2].[H-].[Na+].[CH3:51]I, predict the reaction product. (8) Given the reactants [C:1]([O:5][C:6](=[O:18])[NH:7][C:8]1[CH:13]=[CH:12][C:11]([Cl:14])=[CH:10][C:9]=1[N+:15]([O-:17])=[O:16])([CH3:4])([CH3:3])[CH3:2].CC1C=CC(S(O[CH2:30][CH2:31][CH:32]2[CH2:35][S:34](=[O:37])(=[O:36])[CH2:33]2)(=O)=O)=CC=1.C(=O)([O-])[O-].[K+].[K+], predict the reaction product. The product is: [C:1]([O:5][C:6](=[O:18])[N:7]([C:8]1[CH:13]=[CH:12][C:11]([Cl:14])=[CH:10][C:9]=1[N+:15]([O-:17])=[O:16])[CH2:30][CH2:31][CH:32]1[CH2:35][S:34](=[O:37])(=[O:36])[CH2:33]1)([CH3:4])([CH3:2])[CH3:3]. (9) Given the reactants BrCCBr.Cl[Si](C)(C)C.[F:10][C:11]1[CH:25]=[CH:24][C:14]([CH2:15][O:16][CH2:17][C:18]([NH:20][CH2:21][CH2:22]I)=[O:19])=[CH:13][CH:12]=1.C1(C)C=CC=CC=1P(C1C=CC=CC=1C)C1C=CC=CC=1C.[O:48]1[CH2:53][CH2:52][O:51][C:50]2[CH:54]=[C:55]([NH:58][S:59]([C:62]3[CH:67]=[CH:66][C:65](I)=[CH:64][CH:63]=3)(=[O:61])=[O:60])[CH:56]=[CH:57][C:49]1=2, predict the reaction product. The product is: [O:48]1[CH2:53][CH2:52][O:51][C:50]2[CH:54]=[C:55]([NH:58][S:59]([C:62]3[CH:67]=[CH:66][C:65]([CH2:22][CH2:21][NH:20][C:18](=[O:19])[CH2:17][O:16][CH2:15][C:14]4[CH:24]=[CH:25][C:11]([F:10])=[CH:12][CH:13]=4)=[CH:64][CH:63]=3)(=[O:61])=[O:60])[CH:56]=[CH:57][C:49]1=2. (10) Given the reactants C(O[BH-](OC(=O)C)OC(=O)C)(=O)C.[Na+].[CH2:15]([O:17][C:18]([C@@H:20]1[CH2:22][C@H:21]1[C:23]1[CH:28]=[C:27]([F:29])[C:26]([NH2:30])=[CH:25][C:24]=1[F:31])=[O:19])[CH3:16].[O:32]([C:39]1[CH:40]=[C:41]([CH:44]=[CH:45][CH:46]=1)[CH:42]=O)[C:33]1[CH:38]=[CH:37][CH:36]=[CH:35][CH:34]=1.C(OCC)(=O)C, predict the reaction product. The product is: [CH2:15]([O:17][C:18]([C@@H:20]1[CH2:22][C@H:21]1[C:23]1[CH:28]=[C:27]([F:29])[C:26]([NH:30][CH2:42][C:41]2[CH:44]=[CH:45][CH:46]=[C:39]([O:32][C:33]3[CH:38]=[CH:37][CH:36]=[CH:35][CH:34]=3)[CH:40]=2)=[CH:25][C:24]=1[F:31])=[O:19])[CH3:16].